Predict the product of the given reaction. From a dataset of Forward reaction prediction with 1.9M reactions from USPTO patents (1976-2016). (1) Given the reactants Br[CH:2]=[C:3]1[C:9]2[CH:10]=[CH:11][C:12]([F:14])=[CH:13][C:8]=2[CH2:7][O:6][C:5]2[CH:15]=[C:16]([F:19])[CH:17]=[CH:18][C:4]1=2.CC1(C)C(C)(C)OB([C:28]2[CH:37]=[CH:36][C:31]3[NH:32][C:33](=[O:35])[NH:34][C:30]=3[CH:29]=2)O1.C([O-])([O-])=O.[Na+].[Na+].O1CCOCC1, predict the reaction product. The product is: [F:19][C:16]1[CH:17]=[CH:18][C:4]2[C:3](=[CH:2][C:28]3[CH:37]=[CH:36][C:31]4[NH:32][C:33](=[O:35])[NH:34][C:30]=4[CH:29]=3)[C:9]3[CH:10]=[CH:11][C:12]([F:14])=[CH:13][C:8]=3[CH2:7][O:6][C:5]=2[CH:15]=1. (2) Given the reactants [Br:1]Br.[Cl:3][C:4]1[C:9]([Cl:10])=[C:8]([S:11][C:12]2[CH:17]=[CH:16][CH:15]=[CH:14][C:13]=2[CH:18]([CH3:20])[CH3:19])[CH:7]=[CH:6][C:5]=1[C:21](=[O:23])[CH3:22], predict the reaction product. The product is: [Br:1][CH2:22][C:21]([C:5]1[CH:6]=[CH:7][C:8]([S:11][C:12]2[CH:17]=[CH:16][CH:15]=[CH:14][C:13]=2[CH:18]([CH3:20])[CH3:19])=[C:9]([Cl:10])[C:4]=1[Cl:3])=[O:23]. (3) The product is: [Si:30]([O:1][CH2:2][CH2:3][C@@H:4]1[CH2:6][C@@H:5]1[CH:7]1[CH2:8][CH2:9][N:10]([C:13]2[N:18]=[CH:17][C:16]([CH:19]=[O:20])=[CH:15][CH:14]=2)[CH2:11][CH2:12]1)([C:27]([CH3:29])([CH3:28])[CH3:26])([CH3:32])[CH3:31]. Given the reactants [OH:1][CH2:2][CH2:3][C@@H:4]1[CH2:6][C@@H:5]1[CH:7]1[CH2:12][CH2:11][N:10]([C:13]2[N:18]=[CH:17][C:16]([CH:19]=[O:20])=[CH:15][CH:14]=2)[CH2:9][CH2:8]1.N1C=CN=C1.[CH3:26][C:27]([Si:30](Cl)([CH3:32])[CH3:31])([CH3:29])[CH3:28], predict the reaction product. (4) Given the reactants [F:1][C:2]1[CH:10]=[CH:9][CH:8]=[C:7]2[C:3]=1[C:4]1([C:23]3[C:14](=[CH:15][C:16]4[O:21][CH2:20][CH2:19][O:18][C:17]=4[CH:22]=3)[O:13][CH2:12]1)[C:5](=[O:11])[NH:6]2.Cl.Cl[CH2:26][C:27]1[C:32]([C:33]([F:36])([F:35])[F:34])=[CH:31][CH:30]=[CH:29][N:28]=1.C(=O)([O-])[O-].[Cs+].[Cs+], predict the reaction product. The product is: [F:1][C:2]1[CH:10]=[CH:9][CH:8]=[C:7]2[C:3]=1[C:4]1([C:23]3[C:14](=[CH:15][C:16]4[O:21][CH2:20][CH2:19][O:18][C:17]=4[CH:22]=3)[O:13][CH2:12]1)[C:5](=[O:11])[N:6]2[CH2:26][C:27]1[C:32]([C:33]([F:35])([F:34])[F:36])=[CH:31][CH:30]=[CH:29][N:28]=1. (5) Given the reactants [CH3:1][C:2](C)([O-])[CH3:3].[K+].[Br:7][C:8]1[CH:14]=[C:13]([N+:15]([O-:17])=[O:16])[CH:12]=[CH:11][C:9]=1[NH2:10].C(Br)C=C, predict the reaction product. The product is: [CH2:3]([NH:10][C:9]1[CH:11]=[CH:12][C:13]([N+:15]([O-:17])=[O:16])=[CH:14][C:8]=1[Br:7])[CH:2]=[CH2:1].